From a dataset of Full USPTO retrosynthesis dataset with 1.9M reactions from patents (1976-2016). Predict the reactants needed to synthesize the given product. (1) Given the product [BrH:1].[BrH:1].[C:2]([C:5]1[CH:6]=[C:7]([C:11]2[CH:16]=[N:15][C:14]([N:17]3[CH2:22][CH2:21][CH:20]([C:23]4[C:32]([C@@H:33]([F:44])[C:34]5[CH:39]=[CH:38][C:37]([C:40]([F:41])([F:42])[F:43])=[CH:36][CH:35]=5)=[C:31]([CH:45]5[CH2:50][CH2:49][C:48]([F:51])([F:52])[CH2:47][CH2:46]5)[C:30]5[C@@H:29]([OH:53])[CH2:28][C:27]([CH3:55])([CH3:54])[CH2:26][C:25]=5[N:24]=4)[CH2:19][CH2:18]3)=[N:13][CH:12]=2)[CH:8]=[CH:9][CH:10]=1)([OH:4])=[O:3], predict the reactants needed to synthesize it. The reactants are: [BrH:1].[C:2]([C:5]1[CH:6]=[C:7]([C:11]2[CH:12]=[N:13][C:14]([N:17]3[CH2:22][CH2:21][CH:20]([C:23]4[C:32]([C@@H:33]([F:44])[C:34]5[CH:39]=[CH:38][C:37]([C:40]([F:43])([F:42])[F:41])=[CH:36][CH:35]=5)=[C:31]([CH:45]5[CH2:50][CH2:49][C:48]([F:52])([F:51])[CH2:47][CH2:46]5)[C:30]5[C@@H:29]([OH:53])[CH2:28][C:27]([CH3:55])([CH3:54])[CH2:26][C:25]=5[N:24]=4)[CH2:19][CH2:18]3)=[N:15][CH:16]=2)[CH:8]=[CH:9][CH:10]=1)([OH:4])=[O:3]. (2) The reactants are: [O:1]=[C:2]1[C:10]2[C:5](=[CH:6][CH:7]=[C:8]([CH2:11][N:12]3[CH2:17][CH2:16][N:15](C(OC(C)(C)C)=O)[CH2:14][CH2:13]3)[CH:9]=2)[CH2:4][CH2:3]1.C([O-])([O-])=O.[K+].[K+]. Given the product [N:12]1([CH2:11][C:8]2[CH:9]=[C:10]3[C:5]([CH2:4][CH2:3][C:2]3=[O:1])=[CH:6][CH:7]=2)[CH2:17][CH2:16][NH:15][CH2:14][CH2:13]1, predict the reactants needed to synthesize it. (3) Given the product [Cl:47][C:42]1[CH:43]=[CH:44][CH:45]=[CH:46][C:41]=1[C:36]1[C:35]2[O:48][CH:32]([CH2:33][OH:2])[CH2:31][C:34]=2[CH:39]=[CH:38][C:37]=1[Cl:40], predict the reactants needed to synthesize it. The reactants are: C[O:2]C1C(C2C=CC=CC=2C)=C(Cl)C=CC=1.Br.[H-].[Na+].C(Br)C=C.C(OCC=C)C=C.[CH2:31]([C:34]1[CH:39]=[CH:38][C:37]([Cl:40])=[C:36]([C:41]2[CH:46]=[CH:45][CH:44]=[CH:43][C:42]=2[Cl:47])[C:35]=1[OH:48])[CH:32]=[CH2:33].ClC1C=C(C=CC=1)C(OO)=O.C(=O)([O-])[O-].[K+].[K+]. (4) Given the product [Cl:1][C:2]1[C:10]([C:11]([F:14])([F:13])[F:12])=[CH:9][CH:8]=[CH:7][C:3]=1[C:4]([Cl:23])=[O:5], predict the reactants needed to synthesize it. The reactants are: [Cl:1][C:2]1[C:10]([C:11]([F:14])([F:13])[F:12])=[CH:9][CH:8]=[CH:7][C:3]=1[C:4](O)=[O:5].CN(C=O)C.C(Cl)(=O)C([Cl:23])=O. (5) The reactants are: [F:1][C:2]1[C:7]([C:8]([F:11])([F:10])[F:9])=[CH:6][CH:5]=[CH:4][C:3]=1[C:12]1([OH:18])[CH2:17][CH2:16][NH:15][CH2:14][CH2:13]1.C(=O)([O-])[O-].[K+].[K+].Br[CH2:26][CH2:27][CH2:28][CH3:29].Cl. Given the product [F:1][C:2]1[C:7]([C:8]([F:10])([F:11])[F:9])=[CH:6][CH:5]=[CH:4][C:3]=1[C:12]1([OH:18])[CH2:17][CH2:16][N:15]([CH2:26][CH2:27][CH2:28][CH3:29])[CH2:14][CH2:13]1, predict the reactants needed to synthesize it. (6) Given the product [CH3:3][CH:2]([C:4]1[N:8]([CH2:9][CH2:10][C@@H:11]([OH:19])[CH2:12][C@@H:13]([OH:18])[CH2:14][C:15]([OH:17])=[O:16])[C:7]([C:20]2[CH:25]=[CH:24][C:23]([F:26])=[CH:22][CH:21]=2)=[C:6]([C:27]2[CH:32]=[CH:31][CH:30]=[CH:29][CH:28]=2)[C:5]=1[C:33]([NH:35][C:36]1[CH:41]=[CH:40][CH:39]=[CH:38][CH:37]=1)=[O:34])[CH3:1].[CH3:86][CH:85]([C@H:87]([CH2:103][C@H:104]([NH2:122])[C@@H:105]([OH:121])[CH2:106][C@H:107]([C:111]([NH:113][CH2:114][C:115]([C:118]([NH2:120])=[O:119])([CH3:116])[CH3:117])=[O:112])[CH:108]([CH3:109])[CH3:110])[CH2:88][C:89]1[CH:90]=[CH:91][C:92]([O:101][CH3:102])=[C:93]([O:95][CH2:96][CH2:97][CH2:98][O:99][CH3:100])[CH:94]=1)[CH3:84], predict the reactants needed to synthesize it. The reactants are: [CH3:1][CH:2]([C:4]1[N:8]([CH2:9][CH2:10][C@@H:11]([OH:19])[CH2:12][C@@H:13]([OH:18])[CH2:14][C:15]([O-:17])=[O:16])[C:7]([C:20]2[CH:21]=[CH:22][C:23]([F:26])=[CH:24][CH:25]=2)=[C:6]([C:27]2[CH:28]=[CH:29][CH:30]=[CH:31][CH:32]=2)[C:5]=1[C:33]([NH:35][C:36]1[CH:37]=[CH:38][CH:39]=[CH:40][CH:41]=1)=[O:34])[CH3:3].[CH3:3][CH:2]([C:4]1[N:8]([CH2:9][CH2:10][C@@H:11]([OH:19])[CH2:12][C@@H:13]([OH:18])[CH2:14][C:15]([O-:17])=[O:16])[C:7]([C:20]2[CH:25]=[CH:24][C:23]([F:26])=[CH:22][CH:21]=2)=[C:6]([C:27]2[CH:32]=[CH:31][CH:30]=[CH:29][CH:28]=2)[C:5]=1[C:33]([NH:35][C:36]1[CH:41]=[CH:40][CH:39]=[CH:38][CH:37]=1)=[O:34])[CH3:1].[Ca+2].[CH3:84][CH:85]([C@H:87]([CH2:103][C@H:104]([NH2:122])[C@@H:105]([OH:121])[CH2:106][C@H:107]([C:111]([NH:113][CH2:114][C:115]([C:118]([NH2:120])=[O:119])([CH3:117])[CH3:116])=[O:112])[CH:108]([CH3:110])[CH3:109])[CH2:88][C:89]1[CH:90]=[CH:91][C:92]([O:101][CH3:102])=[C:93]([O:95][CH2:96][CH2:97][CH2:98][O:99][CH3:100])[CH:94]=1)[CH3:86]. (7) Given the product [C:33]([C:32]1[CH:35]=[CH:36][C:29]([O:28][CH2:27][CH2:26][CH2:25][N:21]2[CH2:22][CH2:23][CH:18]([CH2:17][CH2:16][CH2:15][O:14][C:12]3[CH:11]=[CH:10][C:7]([C:8]#[N:9])=[C:6]([F:5])[CH:13]=3)[CH2:19][CH2:20]2)=[CH:30][C:31]=1[F:37])#[N:34], predict the reactants needed to synthesize it. The reactants are: CS(C)=O.[F:5][C:6]1[CH:13]=[C:12]([O:14][CH2:15][CH2:16][CH2:17][CH:18]2[CH2:23][CH2:22][NH:21][CH2:20][CH2:19]2)[CH:11]=[CH:10][C:7]=1[C:8]#[N:9].Cl[CH2:25][CH2:26][CH2:27][O:28][C:29]1[CH:36]=[CH:35][C:32]([C:33]#[N:34])=[C:31]([F:37])[CH:30]=1.C(N(C(C)C)C(C)C)C.